This data is from Forward reaction prediction with 1.9M reactions from USPTO patents (1976-2016). The task is: Predict the product of the given reaction. (1) Given the reactants C(=O)([O-])[O-].[Na+].[Na+].[Br:7][C:8]1[CH:17]=[C:16]2[C:11]([CH2:12][CH2:13][N:14](C(=O)C(F)(F)F)[CH2:15]2)=[CH:10][CH:9]=1, predict the reaction product. The product is: [Br:7][C:8]1[CH:17]=[C:16]2[C:11]([CH2:12][CH2:13][NH:14][CH2:15]2)=[CH:10][CH:9]=1. (2) Given the reactants N#N.[Cl:3][C:4]1[CH:27]=[CH:26][CH:25]=[CH:24][C:5]=1[CH2:6][O:7][C:8](=[O:23])[NH:9][C:10]1[CH:14]=[N:13][N:12]([CH2:15][C:16]2[N:17]=[C:18]([CH2:21][OH:22])[O:19][CH:20]=2)[N:11]=1.C(C#N)(C)=[O:29], predict the reaction product. The product is: [Cl:3][C:4]1[CH:27]=[CH:26][CH:25]=[CH:24][C:5]=1[CH2:6][O:7][C:8](=[O:23])[NH:9][C:10]1[CH:14]=[N:13][N:12]([CH2:15][C:16]2[N:17]=[C:18]([CH:21]([OH:29])[OH:22])[O:19][CH:20]=2)[N:11]=1. (3) Given the reactants Cl[C:2]1[N:7]=[CH:6][N:5]=[C:4]([NH2:8])[CH:3]=1.[NH2:9][C:10]1[N:15]=[CH:14][C:13]([C:16]2[CH:21]=[CH:20][C:19]([C:22]3[C:23]([OH:32])=[CH:24][C:25]([C:28]([F:31])([F:30])[F:29])=[CH:26][CH:27]=3)=[CH:18][C:17]=2[F:33])=[CH:12][N:11]=1, predict the reaction product. The product is: [NH2:8][C:4]1[N:5]=[CH:6][N:7]=[C:2]([O:32][C:23]2[CH:24]=[C:25]([C:28]([F:29])([F:30])[F:31])[CH:26]=[CH:27][C:22]=2[C:19]2[CH:20]=[CH:21][C:16]([C:13]3[CH:12]=[N:11][C:10]([NH2:9])=[N:15][CH:14]=3)=[C:17]([F:33])[CH:18]=2)[CH:3]=1. (4) Given the reactants CC(C)([O-])C.[K+].[C:7]1(=[O:13])[CH2:12][CH2:11][CH2:10][CH2:9][CH2:8]1.Br[CH2:15][CH2:16][CH2:17][CH2:18]Br.Cl, predict the reaction product. The product is: [CH2:15]1[C:8]2([CH2:9][CH2:10][CH2:11][CH2:12][C:7]2=[O:13])[CH2:18][CH2:17][CH2:16]1. (5) Given the reactants N1C=CC=CC=1.[CH2:7]([O:9][CH:10]([O:13][CH2:14][CH3:15])[CH2:11][OH:12])[CH3:8].[C:16](Cl)(=[O:23])[C:17]1[CH:22]=[CH:21][CH:20]=[CH:19][CH:18]=1.CO, predict the reaction product. The product is: [C:16]([O:12][CH2:11][CH:10]([O:13][CH2:14][CH3:15])[O:9][CH2:7][CH3:8])(=[O:23])[C:17]1[CH:22]=[CH:21][CH:20]=[CH:19][CH:18]=1. (6) Given the reactants [NH2:1][CH2:2][C:3]1([CH3:15])[CH2:7][CH2:6][CH2:5][N:4]1[C:8]([O:10][C:11]([CH3:14])([CH3:13])[CH3:12])=[O:9].[Cl:16][CH2:17][C:18](Cl)=[O:19].C(N(C(C)C)CC)(C)C, predict the reaction product. The product is: [Cl:16][CH2:17][C:18]([NH:1][CH2:2][C:3]1([CH3:15])[CH2:7][CH2:6][CH2:5][N:4]1[C:8]([O:10][C:11]([CH3:14])([CH3:13])[CH3:12])=[O:9])=[O:19].